Task: Predict the reactants needed to synthesize the given product.. Dataset: Full USPTO retrosynthesis dataset with 1.9M reactions from patents (1976-2016) Given the product [F:14][C:11]1[CH:12]=[CH:13][C:8]2[CH2:7][CH2:6][C:5]3[CH:15]=[CH:16][CH:17]=[CH:18][C:4]=3[C:3](=[CH:2][C:26]3[CH:25]=[C:24]([NH:23][S:20]([CH3:19])(=[O:22])=[O:21])[CH:29]=[CH:28][CH:27]=3)[C:9]=2[CH:10]=1, predict the reactants needed to synthesize it. The reactants are: Br[CH:2]=[C:3]1[C:9]2[CH:10]=[C:11]([F:14])[CH:12]=[CH:13][C:8]=2[CH2:7][CH2:6][C:5]2[CH:15]=[CH:16][CH:17]=[CH:18][C:4]1=2.[CH3:19][S:20]([NH:23][C:24]1[CH:25]=[C:26](B(O)O)[CH:27]=[CH:28][CH:29]=1)(=[O:22])=[O:21].